This data is from Full USPTO retrosynthesis dataset with 1.9M reactions from patents (1976-2016). The task is: Predict the reactants needed to synthesize the given product. (1) The reactants are: [Cl:1][C:2]1[CH:26]=[CH:25][C:5]([O:6][CH2:7][C:8]2[NH:9][C:10]3[C:16]([O:17][CH2:18][C:19]4[CH:24]=[CH:23][CH:22]=[CH:21][CH:20]=4)=[CH:15][CH:14]=[CH:13][C:11]=3[N:12]=2)=[CH:4][CH:3]=1.[H-].[Na+].ClC1C=CC(OCC2N(C[CH2:42][CH2:43][CH:44]3[CH2:49][CH2:48][CH2:47][N:46]([C:50]([O:52][C:53]([CH3:56])([CH3:55])[CH3:54])=[O:51])[CH2:45]3)C3C=CC=C(OC[CH2:42][CH2:43][CH:44]4[CH2:49][CH2:48][CH2:47][N:46]([C:50]([O:52][C:53]([CH3:55])([CH3:54])[CH3:56])=[O:51])[CH2:45]4)C=3N=2)=CC=1. Given the product [Cl:1][C:2]1[CH:3]=[CH:4][C:5]([O:6][CH2:7][C:8]2[N:12]([CH2:42][CH2:43][CH:44]3[CH2:49][CH2:48][CH2:47][N:46]([C:50]([O:52][C:53]([CH3:54])([CH3:56])[CH3:55])=[O:51])[CH2:45]3)[C:11]3[CH:13]=[CH:14][CH:15]=[C:16]([O:17][CH2:18][C:19]4[CH:20]=[CH:21][CH:22]=[CH:23][CH:24]=4)[C:10]=3[N:9]=2)=[CH:25][CH:26]=1, predict the reactants needed to synthesize it. (2) Given the product [CH3:1][N:2]1[N:18]=[CH:17][C:16]2[NH:15][C:14](=[O:19])[C@H:13]([CH3:20])[CH2:12][CH2:11][CH2:10][C@H:9]([NH:21][C:22](=[O:28])[O:23][C:24]([CH3:26])([CH3:25])[CH3:27])[C:8]3[CH:29]=[C:4]([CH:5]=[CH:6][N:7]=3)[C:3]1=2, predict the reactants needed to synthesize it. The reactants are: [CH3:1][N:2]1[N:18]=[CH:17][C:16]2[NH:15][C:14](=[O:19])[C@H:13]([CH3:20])[CH:12]=[CH:11][CH2:10][C@H:9]([NH:21][C:22](=[O:28])[O:23][C:24]([CH3:27])([CH3:26])[CH3:25])[C:8]3[CH:29]=[C:4]([CH:5]=[CH:6][N:7]=3)[C:3]1=2.